This data is from Full USPTO retrosynthesis dataset with 1.9M reactions from patents (1976-2016). The task is: Predict the reactants needed to synthesize the given product. (1) Given the product [CH2:1]([O:3][C:4](=[O:22])[CH2:5][C:6]1[CH:11]=[CH:10][CH:9]=[C:8]([NH:12][C:13]([C:15]2[CH:20]=[CH:19][CH:18]=[C:17]([C:28]3[CH:27]=[CH:26][CH:25]=[C:24]([F:23])[CH:29]=3)[N:16]=2)=[O:14])[CH:7]=1)[CH3:2], predict the reactants needed to synthesize it. The reactants are: [CH2:1]([O:3][C:4](=[O:22])[CH2:5][C:6]1[CH:11]=[CH:10][CH:9]=[C:8]([NH:12][C:13]([C:15]2[CH:20]=[CH:19][CH:18]=[C:17](Br)[N:16]=2)=[O:14])[CH:7]=1)[CH3:2].[F:23][C:24]1[CH:25]=[C:26](B(O)O)[CH:27]=[CH:28][CH:29]=1. (2) Given the product [CH2:1]([O:3][C:4](=[O:15])[CH:5]([CH2:26][CH2:25][CH2:24][C:23]([F:32])([F:22])[C:28]([F:31])([F:30])[F:29])[C:6](=[O:14])[CH2:7][CH2:8][CH2:9][CH2:10][CH2:11][CH:12]=[CH2:13])[CH3:2], predict the reactants needed to synthesize it. The reactants are: [CH2:1]([O:3][C:4](=[O:15])[CH2:5][C:6](=[O:14])[CH2:7][CH2:8][CH2:9][CH2:10][CH2:11][CH:12]=[CH2:13])[CH3:2].CC(C)([O-])C.[K+].[F:22][C:23]([F:32])([C:28]([F:31])([F:30])[F:29])[CH2:24][CH2:25][CH2:26]I.O.